From a dataset of Reaction yield outcomes from USPTO patents with 853,638 reactions. Predict the reaction yield, written as a fraction of the theoretical maximum amount of product (1.0 means a 100% yield; for example, 0.34 means a 34% yield). (1) The reactants are [CH3:1][C:2]1[N:10]=[C:9]([Cl:11])[CH:8]=[CH:7][C:3]=1[C:4]([OH:6])=O.O[N:13]1[C:17]2[CH:18]=[CH:19][CH:20]=[CH:21][C:16]=2N=N1.C(N(CC)CC)C.CCN=C=NCCCN(C)C.C1(N)CCCCC1. The catalyst is ClCCl. The product is [Cl:11][C:9]1[CH:8]=[CH:7][C:3]([C:4]([NH:13][CH:17]2[CH2:18][CH2:19][CH2:20][CH2:21][CH2:16]2)=[O:6])=[C:2]([CH3:1])[N:10]=1. The yield is 0.770. (2) The reactants are [CH3:1][C:2]([O-])(C)C.[K+].[Br:7][C:8]1[S:12][CH:11]=[C:10]([C:13](=O)[CH3:14])[CH:9]=1. The catalyst is [Br-].C([P+](C1C=CC=CC=1)(C1C=CC=CC=1)C1C=CC=CC=1)C.C1COCC1. The product is [Br:7][C:8]1[S:12][CH:11]=[C:10]([C:13]([CH3:14])=[CH:1][CH3:2])[CH:9]=1. The yield is 1.00. (3) The reactants are [OH:1][C:2]1[CH:3]=[C:4]([CH:14]=[C:15]([O:17][C@H:18]2[CH2:22][CH2:21][O:20][CH2:19]2)[CH:16]=1)[C:5]([NH:7][C:8]1[CH:12]=[CH:11][N:10]([CH3:13])[N:9]=1)=[O:6].[N:23]1([C:27]([C:29]2[CH:34]=[N:33][C:32](Cl)=[CH:31][N:30]=2)=[O:28])[CH2:26][CH2:25][CH2:24]1.C(=O)([O-])[O-].[Cs+].[Cs+]. The catalyst is C(#N)C. The product is [N:23]1([C:27]([C:29]2[N:30]=[CH:31][C:32]([O:1][C:2]3[CH:3]=[C:4]([CH:14]=[C:15]([O:17][C@H:18]4[CH2:22][CH2:21][O:20][CH2:19]4)[CH:16]=3)[C:5]([NH:7][C:8]3[CH:12]=[CH:11][N:10]([CH3:13])[N:9]=3)=[O:6])=[N:33][CH:34]=2)=[O:28])[CH2:26][CH2:25][CH2:24]1. The yield is 0.310. (4) The reactants are C(OC(=O)[NH:7][C@H:8]([CH2:27][CH:28]([CH3:30])[CH3:29])[C:9]([NH:11][C:12]1[CH:17]=[C:16]([O:18][CH3:19])[C:15]([C:20]2[O:21][CH:22]=[CH:23][N:24]=2)=[CH:14][C:13]=1[CH2:25][CH3:26])=[O:10])(C)(C)C.FC(F)(F)C(O)=O. The catalyst is ClCCl. The product is [NH2:7][C@H:8]([CH2:27][CH:28]([CH3:29])[CH3:30])[C:9]([NH:11][C:12]1[CH:17]=[C:16]([O:18][CH3:19])[C:15]([C:20]2[O:21][CH:22]=[CH:23][N:24]=2)=[CH:14][C:13]=1[CH2:25][CH3:26])=[O:10]. The yield is 0.970.